From a dataset of Peptide-MHC class I binding affinity with 185,985 pairs from IEDB/IMGT. Regression. Given a peptide amino acid sequence and an MHC pseudo amino acid sequence, predict their binding affinity value. This is MHC class I binding data. The peptide sequence is LEACYKRSV. The MHC is HLA-A02:19 with pseudo-sequence HLA-A02:19. The binding affinity (normalized) is 0.0847.